Dataset: Forward reaction prediction with 1.9M reactions from USPTO patents (1976-2016). Task: Predict the product of the given reaction. The product is: [N:1]1[C:10]2[C:5](=[CH:6][C:7]([CH:11]([CH3:16])[C:12]([OH:14])=[O:13])=[CH:8][CH:9]=2)[CH:4]=[CH:3][CH:2]=1. Given the reactants [N:1]1[C:10]2[C:5](=[CH:6][C:7]([CH:11]([CH3:16])[C:12]([O:14]C)=[O:13])=[CH:8][CH:9]=2)[CH:4]=[CH:3][CH:2]=1.O.[OH-].[Li+], predict the reaction product.